From a dataset of Reaction yield outcomes from USPTO patents with 853,638 reactions. Predict the reaction yield, written as a fraction of the theoretical maximum amount of product (1.0 means a 100% yield; for example, 0.34 means a 34% yield). (1) The reactants are [Br:1][C:2]1[CH:7]=[CH:6][C:5](I)=[C:4]([CH3:9])[CH:3]=1.[CH:10]([Mg]Cl)([CH3:12])[CH3:11].[Cl-].[Li+].[Cu]C#N.C(Br)C=C. The catalyst is C1COCC1. The product is [CH2:12]([C:5]1[CH:6]=[CH:7][C:2]([Br:1])=[CH:3][C:4]=1[CH3:9])[CH:10]=[CH2:11]. The yield is 0.970. (2) The reactants are [CH3:1][CH:2]([CH2:5][CH2:6][C:7]1[C:12]([CH3:14])([CH3:13])[CH2:11][CH2:10][CH2:9][C:8]=1[CH3:15])[CH:3]=O.[C:16]([O:23][CH3:24])(=[O:22])[CH2:17][C:18]([O:20][CH3:21])=[O:19].N1C=CC=CC=1. The catalyst is ClC(Cl)(Cl)Cl.O1CCCC1.[Ti](Cl)(Cl)(Cl)Cl. The product is [CH3:1][CH:2]([CH2:5][CH2:6][C:7]1[C:12]([CH3:14])([CH3:13])[CH2:11][CH2:10][CH2:9][C:8]=1[CH3:15])[CH:3]=[C:17]([C:16]([O:23][CH3:24])=[O:22])[C:18]([O:20][CH3:21])=[O:19]. The yield is 0.810. (3) The reactants are [CH3:1][C:2]1([CH3:11])[CH:4]2[CH:5]3[O:7][C:6]3([CH3:10])[CH2:8][CH2:9][CH:3]12.[OH2:12]. No catalyst specified. The product is [C:6]1([OH:7])([CH3:10])[CH2:8][CH2:9][CH:3]([C:2]([OH:12])([CH3:11])[CH3:1])[CH:4]=[CH:5]1. The yield is 0.350.